Predict the product of the given reaction. From a dataset of Forward reaction prediction with 1.9M reactions from USPTO patents (1976-2016). (1) Given the reactants ClC1C2N=C(C3C=C(C=CC=3)C(NCCC3CCN(C4C=CN=CC=4)CC3)=O)SC=2C=CC=1.[Cl:34][C:35]1[CH:36]=[CH:37][CH:38]=[C:39]2[C:43]=1[C:42](=[O:44])[N:41]([C:45]1[CH:46]=[C:47]([CH:51]=[CH:52][CH:53]=1)[C:48]([OH:50])=O)[CH2:40]2.[O:54]([CH:61]1[CH2:66][CH2:65][NH:64][CH2:63][CH2:62]1)[C:55]1[CH:60]=[CH:59][CH:58]=[CH:57][CH:56]=1, predict the reaction product. The product is: [Cl:34][C:35]1[CH:36]=[CH:37][CH:38]=[C:39]2[C:43]=1[C:42](=[O:44])[N:41]([C:45]1[CH:53]=[CH:52][CH:51]=[C:47]([C:48]([N:64]3[CH2:65][CH2:66][CH:61]([O:54][C:55]4[CH:60]=[CH:59][CH:58]=[CH:57][CH:56]=4)[CH2:62][CH2:63]3)=[O:50])[CH:46]=1)[CH2:40]2. (2) Given the reactants Br[C:2]1[C:3]([O:11][CH3:12])=[N:4][C:5]([N:8]([CH3:10])[CH3:9])=[N:6][CH:7]=1.[B:13](OC(C)C)([O:18]C(C)C)[O:14]C(C)C.C([Li])CCC.[Cl-].[NH4+], predict the reaction product. The product is: [CH3:9][N:8]([CH3:10])[C:5]1[N:4]=[C:3]([O:11][CH3:12])[C:2]([B:13]([OH:18])[OH:14])=[CH:7][N:6]=1. (3) Given the reactants [C:1]([O:5][C:6]([C:8]([NH2:12])([OH:11])[CH2:9][CH3:10])=[O:7])([CH3:4])([CH3:3])[CH3:2].CN(C=O)C.[CH3:18][C:19]([NH:21][C:22]1[CH:23]=[CH:24][C:25]([CH2:28][C:29]([OH:31])=[O:30])=[CH:26][CH:27]=1)=[O:20].CCN=C=NCCCN(C)C.Cl, predict the reaction product. The product is: [C:6]([C:8]([NH2:12])([OH:11])[CH2:9][CH3:10])([O:5][C:1]([CH3:2])([CH3:4])[CH3:3])=[O:7].[CH3:18][C:19]([NH:21][C:22]1[CH:27]=[CH:26][C:25]([CH2:28][C:29]([OH:31])=[O:30])=[CH:24][CH:23]=1)=[O:20]. (4) Given the reactants Cl[C:2]1[N:7]=[C:6]([C:8]2[C:16]3[C:11](=[CH:12][CH:13]=[CH:14][CH:15]=3)[NH:10][CH:9]=2)[C:5]([Cl:17])=[CH:4][N:3]=1.[NH2:18][C:19]1[C:24]([O:25][CH3:26])=[CH:23][C:22]([N:27]2[CH2:32][CH2:31][CH:30]([NH:33]C(=O)OC(C)(C)C)[CH2:29][CH2:28]2)=[C:21]([CH3:41])[CH:20]=1, predict the reaction product. The product is: [NH2:33][CH:30]1[CH2:31][CH2:32][N:27]([C:22]2[C:21]([CH3:41])=[CH:20][C:19]([NH:18][C:2]3[N:7]=[C:6]([C:8]4[C:16]5[C:11](=[CH:12][CH:13]=[CH:14][CH:15]=5)[NH:10][CH:9]=4)[C:5]([Cl:17])=[CH:4][N:3]=3)=[C:24]([O:25][CH3:26])[CH:23]=2)[CH2:28][CH2:29]1. (5) Given the reactants [CH3:1][N:2]1[CH2:15][CH2:14][C:5]2[NH:6][C:7]3[CH:8]=[CH:9][C:10]([CH3:13])=[CH:11][C:12]=3[C:4]=2[CH2:3]1.[CH3:16][C:17]1[C:18]([NH:25][C:26](=[O:28])[CH3:27])=[N:19][CH:20]=[C:21]([CH:23]=[CH2:24])[CH:22]=1.[OH-].[K+], predict the reaction product. The product is: [CH3:1][N:2]1[CH2:15][CH2:14][C:5]2[N:6]([CH2:24][CH2:23][C:21]3[CH:22]=[C:17]([CH3:16])[C:18]([NH:25][C:26](=[O:28])[CH3:27])=[N:19][CH:20]=3)[C:7]3[CH:8]=[CH:9][C:10]([CH3:13])=[CH:11][C:12]=3[C:4]=2[CH2:3]1.